From a dataset of Reaction yield outcomes from USPTO patents with 853,638 reactions. Predict the reaction yield, written as a fraction of the theoretical maximum amount of product (1.0 means a 100% yield; for example, 0.34 means a 34% yield). (1) The reactants are [NH2:1][C:2]1[CH:31]=[CH:30][C:5]2[N:6]=[C:7]([N:9]([C:20]3[CH:25]=[CH:24][C:23]([O:26][CH3:27])=[C:22]([O:28][CH3:29])[CH:21]=3)[C:10](=[O:19])[C:11]3[CH:16]=[CH:15][C:14]([Cl:17])=[CH:13][C:12]=3[Cl:18])[S:8][C:4]=2[CH:3]=1.CCN(CC)CC.[CH3:39][S:40](Cl)(=[O:42])=[O:41]. The catalyst is C(Cl)Cl. The product is [Cl:18][C:12]1[CH:13]=[C:14]([Cl:17])[CH:15]=[CH:16][C:11]=1[C:10]([N:9]([C:20]1[CH:25]=[CH:24][C:23]([O:26][CH3:27])=[C:22]([O:28][CH3:29])[CH:21]=1)[C:7]1[S:8][C:4]2[CH:3]=[C:2]([NH:1][S:40]([CH3:39])(=[O:42])=[O:41])[CH:31]=[CH:30][C:5]=2[N:6]=1)=[O:19]. The yield is 0.250. (2) The reactants are [Br:1]Br.[F:3][C:4]([F:15])([F:14])[C:5]1[C:13]2[C:8](=[N:9][CH:10]=[CH:11][CH:12]=2)[NH:7][CH:6]=1.C(=O)(O)[O-].[Na+].S([O-])([O-])(=O)=S.[Na+].[Na+]. The catalyst is N1C=CC=CC=1.ClCCl. The product is [Br:1][C:11]1[CH:12]=[C:13]2[C:5]([C:4]([F:14])([F:3])[F:15])=[CH:6][NH:7][C:8]2=[N:9][CH:10]=1. The yield is 0.210.